From a dataset of Catalyst prediction with 721,799 reactions and 888 catalyst types from USPTO. Predict which catalyst facilitates the given reaction. (1) Reactant: [F:1][C:2]1[CH:8]=[CH:7][C:5]([NH2:6])=[CH:4][C:3]=1[N+:9]([O-:11])=[O:10].[C:12]1([S:18](Cl)(=[O:20])=[O:19])[CH:17]=[CH:16][CH:15]=[CH:14][CH:13]=1. Product: [F:1][C:2]1[CH:8]=[CH:7][C:5]([NH:6][S:18]([C:12]2[CH:17]=[CH:16][CH:15]=[CH:14][CH:13]=2)(=[O:20])=[O:19])=[CH:4][C:3]=1[N+:9]([O-:11])=[O:10]. The catalyst class is: 383. (2) Reactant: [Cl:1][C:2]1[N:7]=[C:6](Cl)[C:5]([CH3:9])=[CH:4][N:3]=1.[NH2:10][CH2:11][CH2:12][CH2:13][OH:14].C(=O)([O-])[O-].[Na+].[Na+]. Product: [Cl:1][C:2]1[N:7]=[C:6]([NH:10][CH2:11][CH2:12][CH2:13][OH:14])[C:5]([CH3:9])=[CH:4][N:3]=1. The catalyst class is: 8. (3) Reactant: [Br:1]Br.[CH3:3][O:4][C:5](=[O:28])[CH2:6][CH:7]([C:22]1[CH:27]=[CH:26][CH:25]=[CH:24][CH:23]=1)[C:8]1[CH:13]=[CH:12][C:11]([C:14]([CH:16]2[CH2:21][CH2:20][CH2:19][CH2:18][CH2:17]2)=[O:15])=[CH:10][CH:9]=1.S([O-])([O-])(=O)=S.[Na+].[Na+]. Product: [CH3:3][O:4][C:5](=[O:28])[CH2:6][CH:7]([C:22]1[CH:23]=[CH:24][CH:25]=[CH:26][CH:27]=1)[C:8]1[CH:13]=[CH:12][C:11]([C:14]([C:16]2([Br:1])[CH2:21][CH2:20][CH2:19][CH2:18][CH2:17]2)=[O:15])=[CH:10][CH:9]=1. The catalyst class is: 2. (4) Reactant: [BH4-].[Na+].C[O:4][C:5]([C:7]1[CH:12]=[CH:11][C:10]([C:13]2[N:14]=[C:15]([NH:18][C:19]3[CH:24]=[C:23]([S:25](=[O:28])(=[O:27])[NH2:26])[CH:22]=[CH:21][C:20]=3[O:29][CH:30]([CH3:32])[CH3:31])[S:16][CH:17]=2)=[CH:9][N:8]=1)=O.CC1C=CC(S(O)(=O)=O)=CC=1. Product: [OH:4][CH2:5][C:7]1[N:8]=[CH:9][C:10]([C:13]2[N:14]=[C:15]([NH:18][C:19]3[CH:24]=[C:23]([S:25]([NH2:26])(=[O:28])=[O:27])[CH:22]=[CH:21][C:20]=3[O:29][CH:30]([CH3:32])[CH3:31])[S:16][CH:17]=2)=[CH:11][CH:12]=1. The catalyst class is: 301. (5) Reactant: [CH3:1][C:2]1[N:3]=[N:4][NH:5][N:6]=1.C([O-])([O-])=O.[K+].[K+].[Br:13][C:14]1[CH:19]=[CH:18][C:17]([C:20]([F:23])([F:22])[F:21])=[CH:16][C:15]=1[CH2:24]Br.CCCC(C)C. Product: [Br:13][C:14]1[CH:19]=[CH:18][C:17]([C:20]([F:21])([F:22])[F:23])=[CH:16][C:15]=1[CH2:24][N:4]1[N:5]=[N:6][C:2]([CH3:1])=[N:3]1. The catalyst class is: 18.